From a dataset of Forward reaction prediction with 1.9M reactions from USPTO patents (1976-2016). Predict the product of the given reaction. (1) Given the reactants [NH2:1][C:2]1[C:6]([C:7]#[N:8])=[CH:5][NH:4][N:3]=1.[C:9](OC)(OC)(OC)[CH3:10].[C:17]([NH:25][NH2:26])(=O)[C:18]1[CH:23]=[CH:22][CH:21]=[CH:20][CH:19]=1.O, predict the reaction product. The product is: [CH3:9][C:10]1[N:26]2[NH:25][C:17]([C:18]3[CH:23]=[CH:22][CH:21]=[CH:20][CH:19]=3)=[N:8][C:7]2=[C:6]2[CH:5]=[N:4][N:3]=[C:2]2[N:1]=1. (2) Given the reactants Cl[Si](C)(C)C.Br[C:7]([F:14])([F:13])[C:8]([O:10][CH2:11][CH3:12])=[O:9].N1([CH2:24][NH:25][CH2:26][CH2:27][CH2:28][C:29]2[CH:34]=[CH:33][CH:32]=[CH:31][CH:30]=2)C2C=CC=CC=2N=N1, predict the reaction product. The product is: [CH2:11]([O:10][C:8](=[O:9])[C:7]([F:14])([F:13])[CH2:24][NH:25][CH2:26][CH2:27][CH2:28][C:29]1[CH:34]=[CH:33][CH:32]=[CH:31][CH:30]=1)[CH3:12]. (3) Given the reactants CO[C:3]([CH:5]1[CH2:10][CH2:9][N:8]([C:11]([O:13][C:14]([CH3:17])([CH3:16])[CH3:15])=[O:12])[CH2:7][CH2:6]1)=[O:4].C[Si](C)(C)N[Si](C)(C)C.[K].[C:28](Cl)(=O)[C:29]1[CH:34]=[CH:33][CH:32]=[CH:31][CH:30]=1.O.[NH2:38][NH2:39], predict the reaction product. The product is: [C:14]([O:13][C:11]([N:8]1[CH2:7][CH2:6][C:5]2([C:28]([C:29]3[CH:34]=[CH:33][CH:32]=[CH:31][CH:30]=3)=[N:39][NH:38][C:3]2=[O:4])[CH2:10][CH2:9]1)=[O:12])([CH3:15])([CH3:16])[CH3:17]. (4) The product is: [Br:25][CH2:52][C:49]1[CH:50]=[CH:51][C:46]([C:44](=[O:45])[CH2:43][N:40]2[C:39](=[O:55])[CH:38]=[C:37]([O:36][CH2:35][C:32]3[CH:31]=[CH:30][C:29]([F:28])=[CH:34][N:33]=3)[CH:42]=[N:41]2)=[C:47]([CH3:54])[CH:48]=1. Given the reactants C(OC1C=CN(CC(C2C=CC(C[Br:25])=CC=2C)=O)C(=O)C=1)C1C=CC=CC=1.[F:28][C:29]1[CH:30]=[CH:31][C:32]([CH2:35][O:36][C:37]2[CH:42]=[N:41][N:40]([CH2:43][C:44]([C:46]3[CH:51]=[CH:50][C:49]([CH2:52]O)=[CH:48][C:47]=3[CH3:54])=[O:45])[C:39](=[O:55])[CH:38]=2)=[N:33][CH:34]=1.C(OC1C=CN(CC(C2C=CC(CO)=CC=2C)=O)C(=O)C=1)C1C=CC=CC=1, predict the reaction product. (5) Given the reactants [CH2:1]([N:4]([CH2:23][CH2:24][CH3:25])[CH2:5][CH2:6][CH2:7][CH2:8][NH:9][C:10]([C:12]1[N:13]=[C:14]2[CH2:19][CH2:18][CH:17]([CH2:20][NH2:21])[CH2:16][N:15]2[CH:22]=1)=[O:11])[CH2:2][CH3:3].C(OC)(OC)OC.[NH:33]1[CH:37]=[CH:36][N:35]=[C:34]1[CH:38]=O.[BH4-].[Na+], predict the reaction product. The product is: [CH2:23]([N:4]([CH2:1][CH2:2][CH3:3])[CH2:5][CH2:6][CH2:7][CH2:8][NH:9][C:10]([C:12]1[N:13]=[C:14]2[CH2:19][CH2:18][CH:17]([CH2:20][NH:21][CH2:38][C:34]3[NH:33][CH:37]=[CH:36][N:35]=3)[CH2:16][N:15]2[CH:22]=1)=[O:11])[CH2:24][CH3:25]. (6) Given the reactants C(O)C.[BH4-].[Na+].[F:6][C:7]1[CH:19]=[C:18]([C:20]2[CH:21]=[N:22][N:23]([CH:25]([CH:31]=[O:32])[C:26](OCC)=[O:27])[CH:24]=2)[C:17]2[C:16]3[C:11](=[CH:12][CH:13]=[CH:14][CH:15]=3)[C:10]([OH:37])([C:33]([F:36])([F:35])[F:34])[C:9]=2[CH:8]=1, predict the reaction product. The product is: [F:6][C:7]1[CH:19]=[C:18]([C:20]2[CH:21]=[N:22][N:23]([CH:25]([CH2:31][OH:32])[CH2:26][OH:27])[CH:24]=2)[C:17]2[C:16]3[C:11](=[CH:12][CH:13]=[CH:14][CH:15]=3)[C:10]([OH:37])([C:33]([F:36])([F:35])[F:34])[C:9]=2[CH:8]=1. (7) Given the reactants [CH2:1]([O:8][C:9]1[C:14]2[NH:15][C:16](=[O:18])[S:17][C:13]=2[C:12]([C@@H:19]([OH:22])[CH2:20][Br:21])=[CH:11][CH:10]=1)[C:2]1[CH:7]=[CH:6][CH:5]=[CH:4][CH:3]=1.C1(C)C=CC(S([O-])(=O)=O)=CC=1.[NH+]1C=CC=CC=1.[O:40]1[CH:45]=[CH:44][CH2:43][CH2:42][CH2:41]1, predict the reaction product. The product is: [CH2:1]([O:8][C:9]1[C:14]2[NH:15][C:16](=[O:18])[S:17][C:13]=2[C:12]([C@@H:19]([O:22][CH:41]2[CH2:42][CH2:43][CH2:44][CH2:45][O:40]2)[CH2:20][Br:21])=[CH:11][CH:10]=1)[C:2]1[CH:7]=[CH:6][CH:5]=[CH:4][CH:3]=1.